Dataset: Forward reaction prediction with 1.9M reactions from USPTO patents (1976-2016). Task: Predict the product of the given reaction. (1) Given the reactants [Cl:1][C:2]1[N:7]=[CH:6][C:5]([C:8]2[CH:17]=[C:16]3[C:11]([N:12]=[CH:13][C:14]([NH:18][CH2:19][CH:20]4[CH2:25][CH2:24][CH2:23][N:22](C(OC(C)(C)C)=O)[CH2:21]4)=[N:15]3)=[CH:10][CH:9]=2)=[CH:4][C:3]=1[NH:33][S:34]([C:37]1[CH:42]=[CH:41][C:40]([F:43])=[CH:39][CH:38]=1)(=[O:36])=[O:35].C(O)(C(F)(F)F)=O, predict the reaction product. The product is: [Cl:1][C:2]1[C:3]([NH:33][S:34]([C:37]2[CH:38]=[CH:39][C:40]([F:43])=[CH:41][CH:42]=2)(=[O:35])=[O:36])=[CH:4][C:5]([C:8]2[CH:17]=[C:16]3[C:11](=[CH:10][CH:9]=2)[N:12]=[CH:13][C:14]([NH:18][CH2:19][CH:20]2[CH2:25][CH2:24][CH2:23][NH:22][CH2:21]2)=[N:15]3)=[CH:6][N:7]=1. (2) Given the reactants Cl[C:2]1[C:3]2[CH:17]=[CH:16][NH:15][C:4]=2[N:5]=[C:6]([C:8]2[CH:13]=[CH:12][CH:11]=[C:10]([CH3:14])[N:9]=2)[N:7]=1.C([O:20][C:21]([C:23]1[CH:24]=[N:25][CH:26]=[C:27](B2OC(C)(C)C(C)(C)O2)[CH:28]=1)=[O:22])C.C([O-])([O-])=O.[Na+].[Na+].[OH-].[Na+], predict the reaction product. The product is: [CH3:14][C:10]1[N:9]=[C:8]([C:6]2[N:7]=[C:2]([C:27]3[CH:26]=[N:25][CH:24]=[C:23]([CH:28]=3)[C:21]([OH:22])=[O:20])[C:3]3[CH:17]=[CH:16][NH:15][C:4]=3[N:5]=2)[CH:13]=[CH:12][CH:11]=1. (3) Given the reactants C([O:8][C:9]1[CH:14]=[CH:13][C:12]([N:15]([C:20]2[C:39]([CH:40]3[CH2:42][CH2:41]3)=[CH:38][C:23]3[C:24]([C:34]([NH:36][CH3:37])=[O:35])=[C:25]([C:27]4[CH:32]=[CH:31][C:30]([F:33])=[CH:29][CH:28]=4)[O:26][C:22]=3[CH:21]=2)[S:16]([CH3:19])(=[O:18])=[O:17])=[CH:11][C:10]=1[Cl:43])C1C=CC=CC=1.B(Cl)(Cl)Cl.C(Cl)Cl, predict the reaction product. The product is: [Cl:43][C:10]1[CH:11]=[C:12]([N:15]([C:20]2[C:39]([CH:40]3[CH2:42][CH2:41]3)=[CH:38][C:23]3[C:24]([C:34]([NH:36][CH3:37])=[O:35])=[C:25]([C:27]4[CH:28]=[CH:29][C:30]([F:33])=[CH:31][CH:32]=4)[O:26][C:22]=3[CH:21]=2)[S:16]([CH3:19])(=[O:18])=[O:17])[CH:13]=[CH:14][C:9]=1[OH:8]. (4) Given the reactants [NH:1]1[CH2:4][CH:3]([C:5]([N:7]2[CH2:12][CH2:11][N:10]([CH:13]3[CH2:16][CH2:15][CH2:14]3)[CH2:9][CH2:8]2)=[O:6])[CH2:2]1.[CH3:17][C:18]1[N:23]=[CH:22][C:21]([C:24](Cl)=[O:25])=[CH:20][CH:19]=1.CCN(C(C)C)C(C)C, predict the reaction product. The product is: [CH:13]1([N:10]2[CH2:11][CH2:12][N:7]([C:5]([CH:3]3[CH2:2][N:1]([C:24]([C:21]4[CH:22]=[N:23][C:18]([CH3:17])=[CH:19][CH:20]=4)=[O:25])[CH2:4]3)=[O:6])[CH2:8][CH2:9]2)[CH2:14][CH2:15][CH2:16]1.